From a dataset of Full USPTO retrosynthesis dataset with 1.9M reactions from patents (1976-2016). Predict the reactants needed to synthesize the given product. (1) Given the product [NH2:1][C:2]1[N:7]([CH3:8])[C:6](=[O:9])[C:5]([CH3:10])([CH3:11])[C@:4]([C:13]2[CH:18]=[C:17]([NH:19][CH:22]3[C:30]4[CH:29]=[CH:28][CH:27]=[C:26]([C:31]([OH:33])=[O:32])[C:25]=4[CH2:24][CH2:23]3)[CH:16]=[CH:15][C:14]=2[F:20])([CH3:12])[N:3]=1, predict the reactants needed to synthesize it. The reactants are: [NH2:1][C:2]1[N:7]([CH3:8])[C:6](=[O:9])[C:5]([CH3:11])([CH3:10])[C@:4]([C:13]2[CH:18]=[C:17]([NH2:19])[CH:16]=[CH:15][C:14]=2[F:20])([CH3:12])[N:3]=1.O=[C:22]1[C:30]2[CH:29]=[CH:28][CH:27]=[C:26]([C:31]([OH:33])=[O:32])[C:25]=2[CH2:24][CH2:23]1.[B][B][B][B][B][B][B][B][B][B]. (2) Given the product [Cl:1][C:2]1[C:3]([CH:4]=[C:13]([S:14][CH3:15])[S:16]([CH3:18])=[O:17])=[CH:6][CH:7]=[CH:8][C:9]=1[O:10][CH3:11], predict the reactants needed to synthesize it. The reactants are: [Cl:1][C:2]1[C:9]([O:10][CH3:11])=[CH:8][CH:7]=[CH:6][C:3]=1[CH:4]=O.C[CH:13]([S:16]([CH:18](SC)C)=[O:17])[S:14][CH3:15]. (3) Given the product [Cl:21][C:22]1[CH:23]=[CH:24][C:25]([C@H:28]([CH3:32])[C:29]([NH:1][C:2]2[CH:11]=[CH:10][CH:9]=[C:8]3[C:3]=2[CH:4]=[CH:5][N:6]([C@H:13]([CH3:20])[C:14]([NH:16][CH:17]2[CH2:19][CH2:18]2)=[O:15])[C:7]3=[O:12])=[O:30])=[CH:26][CH:27]=1, predict the reactants needed to synthesize it. The reactants are: [NH2:1][C:2]1[CH:11]=[CH:10][CH:9]=[C:8]2[C:3]=1[CH:4]=[CH:5][N:6]([C@H:13]([CH3:20])[C:14]([NH:16][CH:17]1[CH2:19][CH2:18]1)=[O:15])[C:7]2=[O:12].[Cl:21][C:22]1[CH:27]=[CH:26][C:25]([C@H:28]([CH3:32])[C:29](O)=[O:30])=[CH:24][CH:23]=1.F[P-](F)(F)(F)(F)F.C[N+](C)=C(N(C)C)ON1C2N=CC=CC=2N=N1.C(N(CC)C(C)C)(C)C.CN(C)C=O.